This data is from Full USPTO retrosynthesis dataset with 1.9M reactions from patents (1976-2016). The task is: Predict the reactants needed to synthesize the given product. Given the product [CH3:42][N:43]([CH3:44])[C:45]([NH:1][CH2:2][CH2:3][N:4]1[C:13]2[C:8](=[N:9][CH:10]=[C:11]([CH2:14][C:15]3[CH:16]=[CH:17][C:18]([F:21])=[CH:19][CH:20]=3)[CH:12]=2)[C:7]([OH:22])=[C:6]([C:23]([NH:25][CH2:26][CH:27]2[CH2:31][CH2:30][CH2:29][O:28]2)=[O:24])[C:5]1=[O:32])=[O:46], predict the reactants needed to synthesize it. The reactants are: [NH2:1][CH2:2][CH2:3][N:4]1[C:13]2[C:8](=[N:9][CH:10]=[C:11]([CH2:14][C:15]3[CH:20]=[CH:19][C:18]([F:21])=[CH:17][CH:16]=3)[CH:12]=2)[C:7]([OH:22])=[C:6]([C:23]([NH:25][CH2:26][CH:27]2[CH2:31][CH2:30][CH2:29][O:28]2)=[O:24])[C:5]1=[O:32].C(N(C(C)C)CC)(C)C.[CH3:42][N:43]([CH:45]=[O:46])[CH3:44].